Predict which catalyst facilitates the given reaction. From a dataset of Catalyst prediction with 721,799 reactions and 888 catalyst types from USPTO. (1) Reactant: [C:1]([C:3]1[CH:8]=[CH:7][C:6]([C:9]2[CH:14]=[CH:13][N:12]=[C:11]([C:15]([O:17][CH3:18])=[O:16])[CH:10]=2)=[CH:5][CH:4]=1)#[CH:2].CCN([CH:25]([CH3:27])[CH3:26])C(C)C. Product: [OH:16][CH2:15][C@@H:11]1[CH2:10][C@H:27]1[C:25]#[C:26][C:2]#[C:1][C:3]1[CH:4]=[CH:5][C:6]([C:9]2[CH:14]=[CH:13][N:12]=[C:11]([C:15]([O:17][CH3:18])=[O:16])[CH:10]=2)=[CH:7][CH:8]=1. The catalyst class is: 540. (2) Reactant: [CH3:1][O:2][C:3]1[CH:8]=[CH:7][CH:6]=[CH:5][C:4]=1[CH:9]1[C:18]2[C:13](=[CH:14][CH:15]=[CH:16][CH:17]=2)[CH2:12][CH2:11][NH:10]1.[CH3:19][C:20]1[CH:46]=[CH:45][C:23]([C:24]([O:26][C@@H:27]([C@H:31]([O:35][C:36](=[O:44])[C:37]2[CH:42]=[CH:41][C:40]([CH3:43])=[CH:39][CH:38]=2)[C:32]([OH:34])=[O:33])[C:28]([OH:30])=[O:29])=[O:25])=[CH:22][CH:21]=1. Product: [CH3:19][C:20]1[CH:21]=[CH:22][C:23]([C:24]([O:26][C@@H:27]([C@H:31]([O:35][C:36](=[O:44])[C:37]2[CH:38]=[CH:39][C:40]([CH3:43])=[CH:41][CH:42]=2)[C:32]([OH:34])=[O:33])[C:28]([OH:30])=[O:29])=[O:25])=[CH:45][CH:46]=1.[CH3:1][O:2][C:3]1[CH:8]=[CH:7][CH:6]=[CH:5][C:4]=1[C@@H:9]1[C:18]2[C:13](=[CH:14][CH:15]=[CH:16][CH:17]=2)[CH2:12][CH2:11][NH:10]1. The catalyst class is: 10.